Dataset: CYP2C19 inhibition data for predicting drug metabolism from PubChem BioAssay. Task: Regression/Classification. Given a drug SMILES string, predict its absorption, distribution, metabolism, or excretion properties. Task type varies by dataset: regression for continuous measurements (e.g., permeability, clearance, half-life) or binary classification for categorical outcomes (e.g., BBB penetration, CYP inhibition). Dataset: cyp2c19_veith. (1) The molecule is [Cl-].[Li+]. The result is 0 (non-inhibitor). (2) The result is 1 (inhibitor). The molecule is COC(=O)CNC(=O)C(C)NC(=O)CNC(=O)OCc1ccccc1. (3) The drug is CC(C)Oc1ccc2ccccc2c1C=O. The result is 1 (inhibitor).